Dataset: Full USPTO retrosynthesis dataset with 1.9M reactions from patents (1976-2016). Task: Predict the reactants needed to synthesize the given product. (1) Given the product [C:10]([CH2:9][O:8][C:7]1[CH:13]=[C:14]([S:18]([Cl:17])(=[O:20])=[O:19])[CH:15]=[CH:16][C:6]=1[O:5][CH2:4][C:1]([NH2:2])=[O:3])(=[O:11])[NH2:12], predict the reactants needed to synthesize it. The reactants are: [C:1]([CH2:4][O:5][C:6]1[CH:16]=[CH:15][CH:14]=[CH:13][C:7]=1[O:8][CH2:9][C:10]([NH2:12])=[O:11])(=[O:3])[NH2:2].[Cl:17][S:18](O)(=[O:20])=[O:19].ClCCl. (2) Given the product [CH3:1][C:2]1[NH:6][N:5]=[C:4]([NH:7][C:8]2[CH:13]=[C:12]([N:14]3[CH2:17][CH:16]([N:18]4[CH2:23][CH2:22][O:21][CH2:20][CH2:19]4)[CH2:15]3)[N:11]=[C:10](/[CH:24]=[CH:25]/[C:26]3[CH:31]=[CH:30][CH:29]=[CH:28][CH:27]=3)[N:9]=2)[CH:3]=1, predict the reactants needed to synthesize it. The reactants are: [CH3:1][C:2]1[NH:6][N:5]=[C:4]([NH:7][C:8]2[CH:13]=[C:12]([N:14]3[CH2:17][CH:16]([N:18]4[CH2:23][CH2:22][O:21][CH2:20][CH2:19]4)[CH2:15]3)[N:11]=[C:10]([CH:24]=[CH:25][C:26]3[CH:31]=[CH:30][CH:29]=[CH:28][CH:27]=3)[N:9]=2)[CH:3]=1.Cl.Cl.N1CC(N2CCOCC2)C1. (3) Given the product [C:28]([C:32]1[CH:50]=[CH:49][C:35]([CH2:36][N:37]([CH2:38][CH2:39][C:40]2[CH:45]=[CH:44][C:43]([Cl:46])=[C:42]([CH2:47][CH3:48])[CH:41]=2)[C:4](=[O:6])[C:3]2[CH:7]=[C:8]([C:12]([F:15])([F:14])[F:13])[CH:9]=[C:10]([Cl:11])[C:2]=2[F:1])=[CH:34][CH:33]=1)([CH3:30])([CH3:29])[CH3:31], predict the reactants needed to synthesize it. The reactants are: [F:1][C:2]1[C:10]([Cl:11])=[CH:9][C:8]([C:12]([F:15])([F:14])[F:13])=[CH:7][C:3]=1[C:4]([OH:6])=O.CN(C=O)C.C(Cl)(=O)C(Cl)=O.Cl.[C:28]([C:32]1[CH:50]=[CH:49][C:35]([CH2:36][NH:37][CH2:38][CH2:39][C:40]2[CH:45]=[CH:44][C:43]([Cl:46])=[C:42]([CH2:47][CH3:48])[CH:41]=2)=[CH:34][CH:33]=1)([CH3:31])([CH3:30])[CH3:29].C(N(CC)CC)C. (4) Given the product [CH3:19][N:20]([CH3:21])[C:2]1[N:7]=[CH:6][C:5]([C:8]2[C:17]3[C:12](=[CH:13][CH:14]=[CH:15][CH:16]=3)[C:11](=[O:18])[NH:10][N:9]=2)=[CH:4][CH:3]=1, predict the reactants needed to synthesize it. The reactants are: Cl[C:2]1[N:7]=[CH:6][C:5]([C:8]2[C:17]3[C:12](=[CH:13][CH:14]=[CH:15][CH:16]=3)[C:11](=[O:18])[NH:10][N:9]=2)=[CH:4][CH:3]=1.[CH3:19][NH:20][CH3:21].C1COCC1. (5) Given the product [CH3:10][O:9][C:7](=[O:8])[C:6]1[CH:11]=[CH:12][C:3]([O:2][CH3:1])=[CH:4][C:5]=1[O:13][CH2:15][C:16]1[CH:17]=[CH:18][C:19]([O:20][CH2:21][CH2:22][C:23]2[N:24]=[C:25]([C:29]3[CH:34]=[CH:33][CH:32]=[CH:31][CH:30]=3)[O:26][C:27]=2[CH3:28])=[CH:35][CH:36]=1, predict the reactants needed to synthesize it. The reactants are: [CH3:1][O:2][C:3]1[CH:4]=[C:5]([OH:13])[C:6](=[CH:11][CH:12]=1)[C:7]([O:9][CH3:10])=[O:8].Br[CH2:15][C:16]1[CH:36]=[CH:35][C:19]([O:20][CH2:21][CH2:22][C:23]2[N:24]=[C:25]([C:29]3[CH:34]=[CH:33][CH:32]=[CH:31][CH:30]=3)[O:26][C:27]=2[CH3:28])=[CH:18][CH:17]=1.C(=O)([O-])[O-].[K+].[K+]. (6) Given the product [CH3:1][C:2]1[N:6]2[C:7]3[C:12]([NH:13][C:14](=[O:15])[C:5]2=[N:4][CH:3]=1)=[CH:11][CH:10]=[C:9]([CH3:16])[CH:8]=3, predict the reactants needed to synthesize it. The reactants are: [CH3:1][C:2]1[N:6]2[C:7]3[C:12]([NH:13][C:14](=[O:15])[C:5]2=[N:4][C:3]=1C(O)=O)=[CH:11][CH:10]=[C:9]([CH3:16])[CH:8]=3.C1(OC2C=CC=CC=2)C=CC=CC=1. (7) Given the product [O:16]1[C:17]2([CH2:22][CH2:21][CH:20]([C:10]#[N:11])[CH2:19][CH2:18]2)[O:24][CH2:14][CH2:15]1, predict the reactants needed to synthesize it. The reactants are: C1(C)C=CC(S([CH2:10][N+:11]#[C-])(=O)=O)=CC=1.[CH2:14]1[O:24][C:17]2([CH2:22][CH2:21][C:20](=O)[CH2:19][CH2:18]2)[O:16][CH2:15]1.CC(C)([O-])C.[K+].O.